From a dataset of Reaction yield outcomes from USPTO patents with 853,638 reactions. Predict the reaction yield, written as a fraction of the theoretical maximum amount of product (1.0 means a 100% yield; for example, 0.34 means a 34% yield). (1) The reactants are [P:1]([O:23][C@@:24]([C:40]1[CH:45]=[CH:44][C:43]([F:46])=[CH:42][C:41]=1[F:47])([C@H:31]([C:33]1[C:38]([F:39])=[CH:37][N:36]=[CH:35][N:34]=1)[CH3:32])[CH2:25][N:26]1[CH:30]=[N:29][CH:28]=[N:27]1)([O:13]CC1C(F)=CC=CC=1Cl)([O:3]CC1C(F)=CC=CC=1Cl)=[O:2].[OH-].[Na+].S(=O)(=O)(O)O. The catalyst is [Pd].C1(C)C=CC=CC=1.O. The product is [P:1]([OH:13])([OH:3])([O:23][C@@:24]([C:40]1[CH:45]=[CH:44][C:43]([F:46])=[CH:42][C:41]=1[F:47])([C@H:31]([C:33]1[C:38]([F:39])=[CH:37][N:36]=[CH:35][N:34]=1)[CH3:32])[CH2:25][N:26]1[CH:30]=[N:29][CH:28]=[N:27]1)=[O:2]. The yield is 0.680. (2) The reactants are [CH:1]([C:3]1[CH:4]=[C:5]([CH:10]=[CH:11][C:12]=1[OH:13])[C:6]([O:8][CH3:9])=[O:7])=[O:2].C([O-])([O-])=O.[K+].[K+].Br[CH2:21][CH:22]1[CH2:24][CH2:23]1. The catalyst is CN(C=O)C. The product is [CH:22]1([CH2:21][O:13][C:12]2[CH:11]=[CH:10][C:5]([C:6]([O:8][CH3:9])=[O:7])=[CH:4][C:3]=2[CH:1]=[O:2])[CH2:24][CH2:23]1. The yield is 1.00. (3) The reactants are [Cl:1][C:2]1[N:7]=[C:6]([O:8][CH2:9][C:10]2[CH:11]=[CH:12][C:13]([O:18][C:19]3[CH:24]=[CH:23][CH:22]=[C:21]([C:25]([F:28])([F:27])[F:26])[CH:20]=3)=[C:14]([CH:17]=2)[C:15]#[N:16])[CH:5]=[C:4](Cl)[N:3]=1.CCN(C(C)C)C(C)C.Br.[Br:40][CH2:41][CH2:42][CH2:43][NH2:44]. The catalyst is CN(C)C=O. The product is [Br:40][CH2:41][CH2:42][CH2:43][NH:44][C:4]1[N:3]=[C:2]([Cl:1])[N:7]=[C:6]([O:8][CH2:9][C:10]2[CH:11]=[CH:12][C:13]([O:18][C:19]3[CH:24]=[CH:23][CH:22]=[C:21]([C:25]([F:28])([F:26])[F:27])[CH:20]=3)=[C:14]([CH:17]=2)[C:15]#[N:16])[CH:5]=1. The yield is 0.474. (4) The reactants are C[O:2][C:3](=[O:14])[CH2:4][CH2:5][CH2:6][CH2:7][CH2:8][CH2:9][CH2:10][CH:11]=[CH:12][I:13].[Li+].[OH-].Cl. The catalyst is C1COCC1.O.CCOCC. The product is [I:13][CH:12]=[CH:11][CH2:10][CH2:9][CH2:8][CH2:7][CH2:6][CH2:5][CH2:4][C:3]([OH:14])=[O:2]. The yield is 0.910.